This data is from Peptide-MHC class II binding affinity with 134,281 pairs from IEDB. The task is: Regression. Given a peptide amino acid sequence and an MHC pseudo amino acid sequence, predict their binding affinity value. This is MHC class II binding data. (1) The peptide sequence is SKMSVVMRNTTWEGQ. The MHC is DRB1_1101 with pseudo-sequence DRB1_1101. The binding affinity (normalized) is 0.798. (2) The peptide sequence is NQEILELAQSETCSPG. The MHC is DRB1_0301 with pseudo-sequence DRB1_0301. The binding affinity (normalized) is 0.0483. (3) The peptide sequence is GNCTTNILEAKYWCP. The MHC is HLA-DQA10103-DQB10603 with pseudo-sequence HLA-DQA10103-DQB10603. The binding affinity (normalized) is 0.443. (4) The peptide sequence is QVAFSYFPPPAAKED. The MHC is DRB1_1201 with pseudo-sequence DRB1_1201. The binding affinity (normalized) is 0.251. (5) The peptide sequence is EKKTFAATQFEPLAA. The MHC is HLA-DQA10501-DQB10301 with pseudo-sequence HLA-DQA10501-DQB10301. The binding affinity (normalized) is 0.219. (6) The peptide sequence is ALGPFQSFVSKVVNK. The MHC is DRB1_0101 with pseudo-sequence DRB1_0101. The binding affinity (normalized) is 0.421. (7) The peptide sequence is SGFLGPLLVLQAGFF. The MHC is HLA-DPA10201-DPB10101 with pseudo-sequence HLA-DPA10201-DPB10101. The binding affinity (normalized) is 0.594.